From a dataset of Catalyst prediction with 721,799 reactions and 888 catalyst types from USPTO. Predict which catalyst facilitates the given reaction. (1) Reactant: COC(=O)C1C=C(I)C=CC=1[C:11](=[O:27])[C:12]1[CH:17]=[CH:16][C:15]([N:18]([C:20]2[CH:25]=[CH:24][C:23]([Cl:26])=[CH:22][CH:21]=2)[CH3:19])=[CH:14][N:13]=1.[CH2:29]([SH:35])[CH2:30][CH2:31][CH2:32][CH2:33][CH3:34].C1(P(C2C=CC=CC=2)C2C=CC=CC=2[O:49][C:50]2C=CC=CC=2P(C2C=CC=CC=2)C2C=CC=CC=2)C=CC=CC=1.CC(C)([O-:78])C.[K+].[C:81]1([CH3:87])[CH:86]=[CH:85][CH:84]=[CH:83][CH:82]=1. Product: [CH3:50][O:49][C:87](=[O:78])[C:81]1[CH:86]=[C:85]([S:35][CH2:29][CH2:30][CH2:31][CH2:32][CH2:33][CH3:34])[CH:84]=[C:83]([C:11](=[O:27])[C:12]2[CH:17]=[CH:16][C:15]([N:18]([C:20]3[CH:21]=[CH:22][C:23]([Cl:26])=[CH:24][CH:25]=3)[CH3:19])=[CH:14][N:13]=2)[CH:82]=1. The catalyst class is: 110. (2) The catalyst class is: 1. Reactant: [H-].[Na+].C(OP([CH2:11][C:12]1[CH:21]=[CH:20][C:15]([C:16]([O:18][CH3:19])=[O:17])=[CH:14][CH:13]=1)(OCC)=O)C.[CH3:22][C:23]1[CH:24]=[C:25]([C:40]2[S:44][C:43]([CH:45]=O)=[N:42][CH:41]=2)[CH:26]=[C:27]([NH:29][C:30]2[N:35]=[C:34]([C:36]([F:39])([F:38])[F:37])[CH:33]=[CH:32][N:31]=2)[CH:28]=1. Product: [CH3:22][C:23]1[CH:24]=[C:25]([C:40]2[S:44][C:43](/[CH:45]=[CH:11]/[C:12]3[CH:13]=[CH:14][C:15]([C:16]([O:18][CH3:19])=[O:17])=[CH:20][CH:21]=3)=[N:42][CH:41]=2)[CH:26]=[C:27]([NH:29][C:30]2[N:35]=[C:34]([C:36]([F:38])([F:37])[F:39])[CH:33]=[CH:32][N:31]=2)[CH:28]=1. (3) Reactant: [N:1]([CH2:4][C:5]1[CH:6]=[C:7]([CH:17]=[CH:18][CH:19]=1)[O:8][CH2:9][C:10]([O:12][C:13]([CH3:16])([CH3:15])[CH3:14])=[O:11])=[N+]=[N-].C1COCC1.C1(P(C2C=CC=CC=2)C2C=CC=CC=2)C=CC=CC=1. Product: [NH2:1][CH2:4][C:5]1[CH:6]=[C:7]([CH:17]=[CH:18][CH:19]=1)[O:8][CH2:9][C:10]([O:12][C:13]([CH3:16])([CH3:14])[CH3:15])=[O:11]. The catalyst class is: 6. (4) Reactant: [H-].[Al+3].[Li+].[H-].[H-].[H-].[CH3:7][O:8][C:9]1[CH:10]=[C:11]([CH:16]=[C:17]([N+:19]([O-:21])=[O:20])[CH:18]=1)[C:12](OC)=[O:13]. Product: [CH3:7][O:8][C:9]1[CH:10]=[C:11]([CH2:12][OH:13])[CH:16]=[C:17]([N+:19]([O-:21])=[O:20])[CH:18]=1. The catalyst class is: 28. (5) Reactant: [CH3:1][O:2][C:3]1[CH:4]=[CH:5][C:6]2[N:10]=[C:9]([C@@H:11]3[CH2:15][C:14](=[CH2:16])[CH2:13][N:12]3C(OC(C)(C)C)=O)[NH:8][C:7]=2[CH:24]=1.[ClH:25]. Product: [ClH:25].[CH3:1][O:2][C:3]1[CH:4]=[CH:5][C:6]2[N:10]=[C:9]([C@@H:11]3[CH2:15][C:14](=[CH2:16])[CH2:13][NH:12]3)[NH:8][C:7]=2[CH:24]=1. The catalyst class is: 12.